The task is: Predict the product of the given reaction.. This data is from Forward reaction prediction with 1.9M reactions from USPTO patents (1976-2016). (1) Given the reactants [F:1][C:2]1[CH:7]=[CH:6][C:5]([OH:8])=[CH:4][CH:3]=1.[F:9][C:10]1[CH:15]=[CH:14][CH:13]=[CH:12][C:11]=1[CH:16](O)[CH2:17][CH2:18][CH2:19][CH2:20][CH2:21][N:22]1[CH2:27][CH2:26][CH:25]([C:28]2[CH:29]=[C:30]([NH:34][C:35](=[O:39])[CH:36]([CH3:38])[CH3:37])[CH:31]=[CH:32][CH:33]=2)[CH2:24][CH2:23]1.Cl, predict the reaction product. The product is: [F:1][C:2]1[CH:7]=[CH:6][C:5]([O:8][CH:16]([C:11]2[CH:12]=[CH:13][CH:14]=[CH:15][C:10]=2[F:9])[CH2:17][CH2:18][CH2:19][CH2:20][CH2:21][N:22]2[CH2:23][CH2:24][CH:25]([C:28]3[CH:29]=[C:30]([NH:34][C:35](=[O:39])[CH:36]([CH3:38])[CH3:37])[CH:31]=[CH:32][CH:33]=3)[CH2:26][CH2:27]2)=[CH:4][CH:3]=1. (2) Given the reactants [CH2:1]([C:8]1[C:9]([CH:18]([NH2:22])[CH:19]([CH3:21])[CH3:20])=[N:10][C:11]2[C:16]([CH:17]=1)=[CH:15][CH:14]=[CH:13][CH:12]=2)[C:2]1[CH:7]=[CH:6][CH:5]=[CH:4][CH:3]=1.C(O[BH-](O[C:33](=[O:35])[CH3:34])OC(=O)C)(=O)C.[Na+].[C:37]([OH:40])(=O)[CH3:38].O, predict the reaction product. The product is: [CH2:1]([C:8]1[C:9]([CH:18]([NH:22][CH2:1][CH2:8][CH2:9][N:10]2[C:33](=[O:35])[C:34]3[C:38](=[CH:7][CH:2]=[CH:3][CH:4]=3)[C:37]2=[O:40])[CH:19]([CH3:20])[CH3:21])=[N:10][C:11]2[C:16]([CH:17]=1)=[CH:15][CH:14]=[CH:13][CH:12]=2)[C:2]1[CH:3]=[CH:4][CH:5]=[CH:6][CH:7]=1. (3) Given the reactants Cl[C:2]1[N:3]=[C:4]([O:29][CH:30]2[CH2:33][C:32]([F:35])([F:34])[CH2:31]2)[C:5]2[C:10]([C:11]3[CH:20]=[CH:19][C:14]([C:15]([NH:17][CH3:18])=[O:16])=[CH:13][CH:12]=3)=[CH:9][N:8]([CH2:21][O:22][CH2:23][CH2:24][Si:25]([CH3:28])([CH3:27])[CH3:26])[C:6]=2[N:7]=1.[NH2:36][C:37]1[CH:49]=[CH:48][C:40]([C:41]([NH:43][CH:44]2[CH2:47][O:46][CH2:45]2)=[O:42])=[CH:39][C:38]=1[O:50][CH3:51].C(=O)([O-])[O-].[Cs+].[Cs+].CC1(C)C2C=CC=C(P(C3C=CC=CC=3)C3C=CC=CC=3)C=2OC2C1=CC=CC=2P(C1C=CC=CC=1)C1C=CC=CC=1, predict the reaction product. The product is: [F:34][C:32]1([F:35])[CH2:33][CH:30]([O:29][C:4]2[C:5]3[C:10]([C:11]4[CH:20]=[CH:19][C:14]([C:15](=[O:16])[NH:17][CH3:18])=[CH:13][CH:12]=4)=[CH:9][N:8]([CH2:21][O:22][CH2:23][CH2:24][Si:25]([CH3:28])([CH3:27])[CH3:26])[C:6]=3[N:7]=[C:2]([NH:36][C:37]3[CH:49]=[CH:48][C:40]([C:41]([NH:43][CH:44]4[CH2:45][O:46][CH2:47]4)=[O:42])=[CH:39][C:38]=3[O:50][CH3:51])[N:3]=2)[CH2:31]1. (4) Given the reactants [CH:1]([C:3]1[CH:8]=[CH:7][CH:6]=[CH:5][C:4]=1[NH:9][S:10]([C:13]1[CH:18]=[CH:17][C:16]([CH3:19])=[CH:15][CH:14]=1)(=[O:12])=[O:11])=[O:2].C[N:21]([CH3:24])C=O.[Br-].[Li+].C(=O)([O-])[O-].[K+].[K+], predict the reaction product. The product is: [C:24]([CH2:1][C@H:3]([CH3:8])[CH2:4][N:9]([C:4]1[CH:5]=[CH:6][CH:7]=[CH:8][C:3]=1[CH:1]=[O:2])[S:10]([C:13]1[CH:14]=[CH:15][C:16]([CH3:19])=[CH:17][CH:18]=1)(=[O:12])=[O:11])#[N:21].